Dataset: Reaction yield outcomes from USPTO patents with 853,638 reactions. Task: Predict the reaction yield, written as a fraction of the theoretical maximum amount of product (1.0 means a 100% yield; for example, 0.34 means a 34% yield). The reactants are Cl.[CH:2]1([C:5]#[C:6][C:7]2[CH:8]=[C:9]3[C:13](=[CH:14][CH:15]=2)[CH2:12][C:11]2([CH2:20][CH2:19][CH:18]([O:21][CH3:22])[CH2:17][CH2:16]2)[C:10]3=[N:23]S(C(C)(C)C)=O)[CH2:4][CH2:3]1. The catalyst is O1CCOCC1. The product is [CH:2]1([C:5]#[C:6][C:7]2[CH:8]=[C:9]3[C:13]([CH2:12][C:11]4([CH2:20][CH2:19][CH:18]([O:21][CH3:22])[CH2:17][CH2:16]4)[C:10]3=[NH:23])=[CH:14][CH:15]=2)[CH2:3][CH2:4]1. The yield is 1.00.